This data is from Forward reaction prediction with 1.9M reactions from USPTO patents (1976-2016). The task is: Predict the product of the given reaction. (1) Given the reactants [CH3:1][O:2][CH2:3][CH2:4][O:5][C:6]1[CH:7]=[CH:8][C:9](/[CH:26]=[CH:27]/[C:28](=[O:38])[NH:29][S:30]([CH2:33][CH2:34][CH2:35][CH2:36][CH3:37])(=[O:32])=[O:31])=[C:10]([CH:25]=1)[O:11][CH:12]1[CH2:17][CH2:16][N:15](C(OC(C)(C)C)=O)[CH2:14][CH2:13]1.C(OC(=O)C)C.[ClH:45], predict the reaction product. The product is: [ClH:45].[CH3:1][O:2][CH2:3][CH2:4][O:5][C:6]1[CH:7]=[CH:8][C:9](/[CH:26]=[CH:27]/[C:28]([NH:29][S:30]([CH2:33][CH2:34][CH2:35][CH2:36][CH3:37])(=[O:31])=[O:32])=[O:38])=[C:10]([O:11][CH:12]2[CH2:13][CH2:14][NH:15][CH2:16][CH2:17]2)[CH:25]=1. (2) Given the reactants [CH3:1][N:2]([C:4]1[NH:8][N:7]=[N:6][N:5]=1)[NH2:3].[CH3:9][N:10]([CH3:19])[C:11]1[CH:18]=[CH:17][C:14]([CH:15]=O)=[CH:13][CH:12]=1.Cl, predict the reaction product. The product is: [CH3:9][N:10]([CH3:19])[C:11]1[CH:18]=[CH:17][C:14](/[CH:15]=[N:3]/[N:2]([CH3:1])[C:4]2[NH:8][N:7]=[N:6][N:5]=2)=[CH:13][CH:12]=1. (3) Given the reactants [Cl:1][C:2]1[CH:3]=[C:4]([C:8]2[N:13]=[CH:12][C:11]([CH:14]=[O:15])=[CH:10][N:9]=2)[CH:5]=[CH:6][CH:7]=1.[CH3:16][Mg]Br, predict the reaction product. The product is: [Cl:1][C:2]1[CH:3]=[C:4]([C:8]2[N:9]=[CH:10][C:11]([CH:14]([OH:15])[CH3:16])=[CH:12][N:13]=2)[CH:5]=[CH:6][CH:7]=1. (4) Given the reactants [F:1][C:2]1[CH:10]=[CH:9][CH:8]=[C:7]2[C:3]=1[C:4]([C:25]([O:27]C)=[O:26])=[CH:5][N:6]2[CH2:11][C:12]1[CH:17]=[CH:16][C:15]([C:18]2[CH:19]=[N:20][N:21]([CH3:23])[CH:22]=2)=[CH:14][C:13]=1[F:24].O.[OH-].[Li+], predict the reaction product. The product is: [F:1][C:2]1[CH:10]=[CH:9][CH:8]=[C:7]2[C:3]=1[C:4]([C:25]([OH:27])=[O:26])=[CH:5][N:6]2[CH2:11][C:12]1[CH:17]=[CH:16][C:15]([C:18]2[CH:19]=[N:20][N:21]([CH3:23])[CH:22]=2)=[CH:14][C:13]=1[F:24]. (5) Given the reactants [CH2:1]([C:5]1[CH:10]=[CH:9][CH:8]=[CH:7][CH:6]=1)/[CH:2]=[CH:3]\C.[CH2:11]([N:18]([Si](C)(C)C)[CH2:19]OC)[C:12]1[CH:17]=[CH:16][CH:15]=[CH:14][CH:13]=1.F[C:27](F)(F)[C:28]([OH:30])=[O:29].[C:33]1(C)C=CC=CC=1, predict the reaction product. The product is: [CH3:33][O:30][C:28]([C@H:27]1[C@@H:2]([CH2:1][C:5]2[CH:6]=[CH:7][CH:8]=[CH:9][CH:10]=2)[CH2:3][N:18]([CH2:11][C:12]2[CH:17]=[CH:16][CH:15]=[CH:14][CH:13]=2)[CH2:19]1)=[O:29]. (6) Given the reactants C[O:2][C:3]([C:5]1[S:9][C:8]([NH:10][CH2:11][CH2:12][S:13][C:14]([C:27]2[CH:32]=[CH:31][CH:30]=[CH:29][CH:28]=2)([C:21]2[CH:26]=[CH:25][CH:24]=[CH:23][CH:22]=2)[C:15]2[CH:20]=[CH:19][CH:18]=[CH:17][CH:16]=2)=[N:7][CH:6]=1)=[O:4].[Li+:33].[OH-], predict the reaction product. The product is: [C:14]([S:13][CH2:12][CH2:11][NH:10][C:8]1[S:9][C:5]([C:3]([O-:4])=[O:2])=[CH:6][N:7]=1)([C:15]1[CH:20]=[CH:19][CH:18]=[CH:17][CH:16]=1)([C:21]1[CH:22]=[CH:23][CH:24]=[CH:25][CH:26]=1)[C:27]1[CH:28]=[CH:29][CH:30]=[CH:31][CH:32]=1.[Li+:33]. (7) Given the reactants N1C=CC=C(CCC2N(C3C=CC(NC4C(N)=C5C(=CC=4)C=CC=C5)=CC=3)N=NN=2)[CH:2]=1.N1[CH:37]=[CH:36][CH:35]=[C:34]([CH2:38][CH2:39][C:40]2[N:44]([C:45]3[CH:50]=[CH:49][C:48]([N:51]4[C:57](=[O:58])[CH2:56][C:55](=[O:59])[NH:54][C:53]5[C:60]6[C:65]([CH:66]=[CH:67][C:52]4=5)=[CH:64][CH:63]=[CH:62][CH:61]=6)=[CH:47][CH:46]=3)[N:43]=[N:42][N:41]=2)C=1, predict the reaction product. The product is: [CH2:39]([C:40]1[N:44]([C:45]2[CH:50]=[CH:49][C:48]([N:51]3[C:57](=[O:58])[CH2:56][C:55](=[O:59])[NH:54][C:53]4[C:64]5[C:65]([CH:66]=[CH:67][C:52]3=4)=[CH:60][CH:61]=[CH:62][CH:63]=5)=[CH:47][CH:46]=2)[N:43]=[N:42][N:41]=1)[C:38]1[CH:34]=[CH:35][CH:36]=[CH:37][CH:2]=1. (8) Given the reactants [NH:1]1[C:9]2[C:4](=[CH:5][CH:6]=[C:7]([C:10]([O:12][CH3:13])=[O:11])[CH:8]=2)[CH:3]=[CH:2]1.N1C2C(=CC=CC=2)C=[C:15]1C(OCC)=O, predict the reaction product. The product is: [CH3:15][N:1]1[C:9]2[C:4](=[CH:5][CH:6]=[C:7]([C:10]([O:12][CH3:13])=[O:11])[CH:8]=2)[CH:3]=[CH:2]1.